This data is from Forward reaction prediction with 1.9M reactions from USPTO patents (1976-2016). The task is: Predict the product of the given reaction. (1) Given the reactants Br[C:2]1[CH:3]=[C:4]([CH:7]([OH:17])[CH2:8][CH2:9][NH:10][C:11](=[O:16])[C:12]([F:15])([F:14])[F:13])[S:5][CH:6]=1.[C:18]([C:20]1([OH:26])[CH2:25][CH2:24][CH2:23][CH2:22][CH2:21]1)#[CH:19], predict the reaction product. The product is: [F:13][C:12]([F:15])([F:14])[C:11]([NH:10][CH2:9][CH2:8][CH:7]([OH:17])[C:4]1[S:5][CH:6]=[C:2]([C:19]#[C:18][C:20]2([OH:26])[CH2:25][CH2:24][CH2:23][CH2:22][CH2:21]2)[CH:3]=1)=[O:16]. (2) Given the reactants [Si]([O:8][C@H:9]1[CH2:14][CH2:13][C@H:12]([N:15]2[CH:19]=[C:18]([C:20]3[CH:25]=[N:24][C:23]([N:26](C(OC(C)(C)C)=O)C(OC(C)(C)C)=O)=[C:22]4[O:41][C:42]([Sn](C)(C)C)=[CH:43][C:21]=34)[CH:17]=[N:16]2)[CH2:11][CH2:10]1)(C(C)(C)C)(C)C.Br[C:49]1[C:57]2[S:56][N:55]=[N:54][C:53]=2[CH:52]=[C:51]([C:58]2[CH:62]=[CH:61][NH:60][N:59]=2)[CH:50]=1, predict the reaction product. The product is: [NH2:26][C:23]1[N:24]=[CH:25][C:20]([C:18]2[CH:17]=[N:16][N:15]([C@H:12]3[CH2:13][CH2:14][C@H:9]([OH:8])[CH2:10][CH2:11]3)[CH:19]=2)=[C:21]2[CH:43]=[C:42]([C:49]3[C:57]4[S:56][N:55]=[N:54][C:53]=4[CH:52]=[C:51]([C:58]4[CH:62]=[CH:61][NH:60][N:59]=4)[CH:50]=3)[O:41][C:22]=12. (3) Given the reactants S([Cl:5])(C)(=O)=O.[O:6]1[C:10]2[CH:11]=[CH:12][CH:13]=[CH:14][C:9]=2[CH:8]=[C:7]1[C:15]1[N:24]=[C:23]([NH:25][CH2:26][CH2:27][CH2:28]O)[C:22]2[C:17](=[CH:18][CH:19]=[CH:20][CH:21]=2)[N:16]=1.[CH2:30]([N:32](CC)CC)C.CN.[ClH:39], predict the reaction product. The product is: [ClH:5].[ClH:39].[O:6]1[C:10]2[CH:11]=[CH:12][CH:13]=[CH:14][C:9]=2[CH:8]=[C:7]1[C:15]1[N:24]=[C:23]([NH:25][CH2:26][CH2:27][CH2:28][NH:32][CH3:30])[C:22]2[C:17](=[CH:18][CH:19]=[CH:20][CH:21]=2)[N:16]=1.